Dataset: NCI-60 drug combinations with 297,098 pairs across 59 cell lines. Task: Regression. Given two drug SMILES strings and cell line genomic features, predict the synergy score measuring deviation from expected non-interaction effect. (1) Drug 1: C1=NC(=NC(=O)N1C2C(C(C(O2)CO)O)O)N. Drug 2: CC(C)NC(=O)C1=CC=C(C=C1)CNNC.Cl. Cell line: RPMI-8226. Synergy scores: CSS=55.4, Synergy_ZIP=0.992, Synergy_Bliss=1.21, Synergy_Loewe=-25.7, Synergy_HSA=0.692. (2) Drug 1: C1=C(C(=O)NC(=O)N1)F. Drug 2: C1=NNC2=C1C(=O)NC=N2. Cell line: OVCAR-5. Synergy scores: CSS=34.3, Synergy_ZIP=2.43, Synergy_Bliss=2.82, Synergy_Loewe=-15.2, Synergy_HSA=1.95.